This data is from Full USPTO retrosynthesis dataset with 1.9M reactions from patents (1976-2016). The task is: Predict the reactants needed to synthesize the given product. (1) Given the product [C:5]1([C:8]2[C:7]([B:37]([OH:42])[OH:38])=[CH:11][N:10]([C:12]([C:25]3[CH:26]=[CH:27][CH:28]=[CH:29][CH:30]=3)([C:19]3[CH:24]=[CH:23][CH:22]=[CH:21][CH:20]=3)[C:13]3[CH:18]=[CH:17][CH:16]=[CH:15][CH:14]=3)[N:9]=2)[CH:51]=[CH:50][CH:2]=[CH:3][CH:4]=1, predict the reactants needed to synthesize it. The reactants are: [Li][CH2:2][CH2:3][CH2:4][CH3:5].Br[C:7]1[C:8](C2C=CC=CC=2)=[N:9][N:10]([C:12]([C:25]2[CH:30]=[CH:29][CH:28]=[CH:27][CH:26]=2)([C:19]2[CH:24]=[CH:23][CH:22]=[CH:21][CH:20]=2)[C:13]2[CH:18]=[CH:17][CH:16]=[CH:15][CH:14]=2)[CH:11]=1.[B:37](OC(C)C)([O:42]C(C)C)[O:38]C(C)C.[CH2:50]1COC[CH2:51]1. (2) Given the product [C:4]([O:6][CH2:22][CH2:21][CH2:20][CH2:19][O:18][C:16]([CH:10]1[CH2:15][CH2:14][CH2:13][CH2:12][CH2:11]1)=[O:17])(=[O:5])/[CH:3]=[CH:2]/[C:1]([O:8][CH3:9])=[O:7], predict the reactants needed to synthesize it. The reactants are: [C:1]([O:8][CH3:9])(=[O:7])/[CH:2]=[CH:3]/[C:4]([OH:6])=[O:5].[CH:10]1([C:16]([O:18][CH2:19][CH2:20][CH2:21][CH2:22]Cl)=[O:17])[CH2:15][CH2:14][CH2:13][CH2:12][CH2:11]1.